This data is from Full USPTO retrosynthesis dataset with 1.9M reactions from patents (1976-2016). The task is: Predict the reactants needed to synthesize the given product. (1) Given the product [CH3:40][C:29]1[CH:28]=[C:27]([S:24]([N:6]([CH2:1][CH2:2][CH2:3][CH2:4][CH3:5])[C:7]2[CH:8]=[C:9]([C:13]3[CH:14]=[CH:15][C:16]([C:19]([F:20])([F:21])[F:22])=[CH:17][CH:18]=3)[CH:10]=[CH:11][CH:12]=2)(=[O:25])=[O:26])[CH:39]=[CH:38][C:30]=1[O:31][CH2:32][C:33]([O:35][CH2:36][CH3:37])=[O:34], predict the reactants needed to synthesize it. The reactants are: [CH2:1]([NH:6][C:7]1[CH:8]=[C:9]([C:13]2[CH:18]=[CH:17][C:16]([C:19]([F:22])([F:21])[F:20])=[CH:15][CH:14]=2)[CH:10]=[CH:11][CH:12]=1)[CH2:2][CH2:3][CH2:4][CH3:5].Cl[S:24]([C:27]1[CH:39]=[CH:38][C:30]([O:31][CH2:32][C:33]([O:35][CH2:36][CH3:37])=[O:34])=[C:29]([CH3:40])[CH:28]=1)(=[O:26])=[O:25].C(N(CC)CC)C. (2) Given the product [S:1]([OH:5])([OH:4])(=[O:3])=[O:2].[CH2:6]([NH:10][C:11]1[N:19]=[C:18]2[C:14]([N:15]=[C:16]([OH:28])[N:17]2[CH2:20][C:21]2[CH:22]=[N:23][C:24]([CH3:27])=[CH:25][CH:26]=2)=[C:13]([NH2:29])[N:12]=1)[CH2:7][CH2:8][CH3:9], predict the reactants needed to synthesize it. The reactants are: [S:1](=[O:5])(=[O:4])([OH:3])[OH:2].[CH2:6]([NH:10][C:11]1[N:19]=[C:18]2[C:14]([N:15]=[C:16]([OH:28])[N:17]2[CH2:20][C:21]2[CH:22]=[N:23][C:24]([CH3:27])=[CH:25][CH:26]=2)=[C:13]([NH2:29])[N:12]=1)[CH2:7][CH2:8][CH3:9]. (3) Given the product [CH2:27]([S:24]([C:21]1[CH:22]=[CH:23][C:18]([O:17][C:15]2[C:14]3[C:9](=[CH:10][CH:11]=[C:12]([F:29])[CH:13]=3)[CH:8]=[C:7]([CH2:6][C:5]([OH:30])=[O:4])[CH:16]=2)=[CH:19][CH:20]=1)(=[O:25])=[O:26])[CH3:28], predict the reactants needed to synthesize it. The reactants are: [OH-].[Li+].C[O:4][C:5](=[O:30])[CH2:6][C:7]1[CH:16]=[C:15]([O:17][C:18]2[CH:23]=[CH:22][C:21]([S:24]([CH2:27][CH3:28])(=[O:26])=[O:25])=[CH:20][CH:19]=2)[C:14]2[C:9](=[CH:10][CH:11]=[C:12]([F:29])[CH:13]=2)[CH:8]=1.Cl. (4) Given the product [Br:33][C:12]1[N:8]([C:6]([O:5][C:1]([CH3:4])([CH3:3])[CH3:2])=[O:7])[C:9]2[CH:21]=[C:20]([C:22]([O:24][CH3:25])=[O:23])[S:19][C:10]=2[C:11]=1[CH:13]1[CH2:18][CH2:17][CH2:16][CH2:15][CH2:14]1, predict the reactants needed to synthesize it. The reactants are: [C:1]([O:5][C:6]([N:8]1[CH:12]=[C:11]([CH:13]2[CH2:18][CH2:17][CH2:16][CH2:15][CH2:14]2)[C:10]2[S:19][C:20]([C:22]([O:24][CH3:25])=[O:23])=[CH:21][C:9]1=2)=[O:7])([CH3:4])([CH3:3])[CH3:2].C1C(=O)N([Br:33])C(=O)C1. (5) Given the product [Br:19][C:16]1[CH:15]=[CH:14][C:13]([C@@H:11]([N:7]2[CH2:6][CH2:5][C@:4]([CH2:1][C:2](=[O:26])[CH3:3])([C:20]3[CH:25]=[CH:24][CH:23]=[CH:22][CH:21]=3)[O:9][C:8]2=[O:10])[CH3:12])=[CH:18][CH:17]=1, predict the reactants needed to synthesize it. The reactants are: [CH2:1]([C@@:4]1([C:20]2[CH:25]=[CH:24][CH:23]=[CH:22][CH:21]=2)[O:9][C:8](=[O:10])[N:7]([C@H:11]([C:13]2[CH:18]=[CH:17][C:16]([Br:19])=[CH:15][CH:14]=2)[CH3:12])[CH2:6][CH2:5]1)[CH:2]=[CH2:3].[OH2:26]. (6) Given the product [CH3:21][O:20][C:13]1[CH:14]=[C:15]([O:18][CH3:19])[CH:16]=[CH:17][C:12]=1[CH2:11][N:9]1[CH2:10][C:6]2[C:5]([F:23])=[C:4]([NH:24][C@@H:25]3[CH2:30][CH2:29][CH2:28][CH2:27][C@@H:26]3[NH:31][C:32](=[O:38])[O:33][C:34]([CH3:37])([CH3:36])[CH3:35])[N:3]=[C:2]([C:47]3[CH:48]=[N:49][N:50]4[CH:55]=[CH:54][CH:53]=[CH:52][C:51]=34)[C:7]=2[C:8]1=[O:22], predict the reactants needed to synthesize it. The reactants are: Cl[C:2]1[C:7]2[C:8](=[O:22])[N:9]([CH2:11][C:12]3[CH:17]=[CH:16][C:15]([O:18][CH3:19])=[CH:14][C:13]=3[O:20][CH3:21])[CH2:10][C:6]=2[C:5]([F:23])=[C:4]([NH:24][C@@H:25]2[CH2:30][CH2:29][CH2:28][CH2:27][C@@H:26]2[NH:31][C:32](=[O:38])[O:33][C:34]([CH3:37])([CH3:36])[CH3:35])[N:3]=1.CC1(C)C(C)(C)OB([C:47]2[CH:48]=[N:49][N:50]3[CH:55]=[CH:54][CH:53]=[CH:52][C:51]=23)O1.C(=O)([O-])[O-].[Na+].[Na+]. (7) Given the product [CH:1]1([C:6]2[C:7]3[N:8]([C:13]([C:29]4[N:24]5[N:25]=[C:26]([CH3:28])[CH:27]=[C:22]([CH:19]([CH2:17][CH3:18])[CH2:20][CH3:21])[C:23]5=[N:31][C:30]=4[CH3:32])=[C:14]([CH3:16])[N:15]=3)[N:9]=[C:10]([CH3:12])[CH:11]=2)[CH2:2][CH2:3][CH2:4][CH2:5]1, predict the reactants needed to synthesize it. The reactants are: [CH:1]1([C:6]2[C:7]3[N:8]([CH:13]=[C:14]([CH3:16])[N:15]=3)[N:9]=[C:10]([CH3:12])[CH:11]=2)[CH2:5][CH2:4][CH2:3][CH2:2]1.[CH2:17]([CH:19]([C:22]1[C:23]2[N:24]([C:29](I)=[C:30]([CH3:32])[N:31]=2)[N:25]=[C:26]([CH3:28])[CH:27]=1)[CH2:20][CH3:21])[CH3:18]. (8) Given the product [Cl:20][C:21]1[CH:22]=[C:23]([NH:24][C:2]2[C:3]3[N:10]([CH2:11][C:12]4[CH:17]=[CH:16][C:15]([CH2:18][OH:19])=[CH:14][CH:13]=4)[CH:9]=[CH:8][C:4]=3[N:5]=[CH:6][N:7]=2)[CH:25]=[CH:26][C:27]=1[O:28][CH2:29][C:30]1[CH:35]=[CH:34][CH:33]=[C:32]([F:36])[CH:31]=1, predict the reactants needed to synthesize it. The reactants are: Cl[C:2]1[C:3]2[N:10]([CH2:11][C:12]3[CH:17]=[CH:16][C:15]([CH2:18][OH:19])=[CH:14][CH:13]=3)[CH:9]=[CH:8][C:4]=2[N:5]=[CH:6][N:7]=1.[Cl:20][C:21]1[CH:22]=[C:23]([CH:25]=[CH:26][C:27]=1[O:28][CH2:29][C:30]1[CH:35]=[CH:34][CH:33]=[C:32]([F:36])[CH:31]=1)[NH2:24]. (9) Given the product [F:24][C:23]1[CH:22]=[CH:21][C:4]([CH2:5][CH2:6][C:7]2[NH:8][CH:9]=[C:10]([CH2:14][C:15]3[CH:16]=[N:17][CH:18]=[N:19][CH:20]=3)[C:11](=[O:13])[N:12]=2)=[CH:3][C:2]=1[C:26]#[N:27], predict the reactants needed to synthesize it. The reactants are: Br[C:2]1[CH:3]=[C:4]([CH:21]=[CH:22][C:23]=1[F:24])[CH2:5][CH2:6][C:7]1[NH:8][CH:9]=[C:10]([CH2:14][C:15]2[CH:16]=[N:17][CH:18]=[N:19][CH:20]=2)[C:11](=[O:13])[N:12]=1.[Cu][C:26]#[N:27].